This data is from Catalyst prediction with 721,799 reactions and 888 catalyst types from USPTO. The task is: Predict which catalyst facilitates the given reaction. (1) Reactant: NC1[CH:31]=[CH:30][C:5]([CH2:6][N:7]2[C:12](=[O:13])[CH:11]=[C:10]([C:14]3[CH:19]=[CH:18][C:17]([O:20][CH3:21])=[CH:16][CH:15]=3)[C:9]([C:22]3[CH:27]=[CH:26][C:25]([O:28][CH3:29])=[CH:24][CH:23]=3)=[N:8]2)=[CH:4][CH:3]=1.C(=O)([O-])O.[Na+].S(OC)(OC)(=O)=O.CC(C)=O.[CH3:48][N:49]([CH3:52])[CH:50]=O. Product: [CH3:21][O:20][C:17]1[CH:18]=[CH:19][C:14]([C:10]2[C:9]([C:22]3[CH:23]=[CH:24][C:25]([O:28][CH3:29])=[CH:26][CH:27]=3)=[N:8][N:7]([CH2:6][C:5]3[CH:30]=[CH:31][C:50]([N:49]([CH3:52])[CH3:48])=[CH:3][CH:4]=3)[C:12](=[O:13])[CH:11]=2)=[CH:15][CH:16]=1. The catalyst class is: 21. (2) Reactant: [Cl-].[C:2]([OH:8])(=O)[CH2:3][CH2:4][C:5]#[CH:6].[Cl:9][C:10]1[CH:11]=[C:12]([NH:16][CH3:17])[CH:13]=[CH:14][CH:15]=1. Product: [Cl:9][C:10]1[CH:11]=[C:12]([N:16]([CH3:17])[C:2](=[O:8])[CH2:3][CH2:4][C:5]#[CH:6])[CH:13]=[CH:14][CH:15]=1. The catalyst class is: 2. (3) Reactant: [CH3:1][C:2]([C:6]1[CH:14]=[CH:13][CH:12]=[CH:11][C:7]=1[C:8]([OH:10])=O)([CH3:5])[CH2:3][CH3:4].[CH2:15]([O:17][C:18]([C:20]1([NH2:29])[CH2:28][C:27]2[C:22](=[CH:23][CH:24]=[CH:25][CH:26]=2)[CH2:21]1)=[O:19])[CH3:16].CN(C(ON1N=NC2C=CC=NC1=2)=[N+](C)C)C.F[P-](F)(F)(F)(F)F.CCN(C(C)C)C(C)C. Product: [CH2:15]([O:17][C:18]([C:20]1([NH:29][C:8](=[O:10])[C:7]2[CH:11]=[CH:12][CH:13]=[CH:14][C:6]=2[C:2]([CH3:1])([CH3:5])[CH2:3][CH3:4])[CH2:28][C:27]2[C:22](=[CH:23][CH:24]=[CH:25][CH:26]=2)[CH2:21]1)=[O:19])[CH3:16]. The catalyst class is: 18. (4) Reactant: [CH2:1]([O:19][CH2:20][CH:21]([OH:28])[CH2:22][N:23]1[CH2:27][CH2:26][CH2:25][CH2:24]1)[CH2:2][CH2:3][CH2:4][CH2:5][CH2:6][CH2:7][CH2:8]/[CH:9]=[CH:10]\[CH2:11]/[CH:12]=[CH:13]\[CH2:14][CH2:15][CH2:16][CH2:17][CH3:18].[C:29](O)(=[O:47])[CH2:30][CH2:31][CH2:32][CH2:33][CH2:34][CH2:35][CH2:36]/[CH:37]=[CH:38]\[CH2:39]/[CH:40]=[CH:41]\[CH2:42][CH2:43][CH2:44][CH2:45][CH3:46].Cl.C(N=C=NCCCN(C)C)C. Product: [C:29]([O:28][CH:21]([CH2:22][N:23]1[CH2:24][CH2:25][CH2:26][CH2:27]1)[CH2:20][O:19][CH2:1][CH2:2][CH2:3][CH2:4][CH2:5][CH2:6][CH2:7][CH2:8]/[CH:9]=[CH:10]\[CH2:11]/[CH:12]=[CH:13]\[CH2:14][CH2:15][CH2:16][CH2:17][CH3:18])(=[O:47])[CH2:30][CH2:31][CH2:32][CH2:33][CH2:34][CH2:35][CH2:36]/[CH:37]=[CH:38]\[CH2:39]/[CH:40]=[CH:41]\[CH2:42][CH2:43][CH2:44][CH2:45][CH3:46]. The catalyst class is: 172.